This data is from Reaction yield outcomes from USPTO patents with 853,638 reactions. The task is: Predict the reaction yield, written as a fraction of the theoretical maximum amount of product (1.0 means a 100% yield; for example, 0.34 means a 34% yield). (1) The reactants are [NH2:1][C:2]1[N:7]=[C:6]([O:8][CH2:9][CH2:10][OH:11])[CH:5]=[CH:4][CH:3]=1.[Si:12]([O:19][C:20]1[CH:27]=[C:26]([F:28])[C:23]([CH:24]=O)=[C:22]([F:29])[CH:21]=1)([C:15]([CH3:18])([CH3:17])[CH3:16])([CH3:14])[CH3:13].[N+:30]([C:32]1[CH:41]=[CH:40][C:35]2[O:36][CH2:37][CH2:38][O:39][C:34]=2[CH:33]=1)#[C-:31]. No catalyst specified. The product is [Si:12]([O:19][C:20]1[CH:27]=[C:26]([F:28])[C:23]([C:24]2[N:1]=[C:2]3[CH:3]=[CH:4][CH:5]=[C:6]([O:8][CH2:9][CH2:10][OH:11])[N:7]3[C:31]=2[NH:30][C:32]2[CH:41]=[CH:40][C:35]3[O:36][CH2:37][CH2:38][O:39][C:34]=3[CH:33]=2)=[C:22]([F:29])[CH:21]=1)([C:15]([CH3:18])([CH3:17])[CH3:16])([CH3:14])[CH3:13]. The yield is 0.220. (2) The reactants are Cl.Cl.Cl.[F:4][C:5]([F:19])([F:18])[C:6]1[CH:7]=[C:8]([N:12]2[CH2:17][CH2:16][NH:15][CH2:14][CH2:13]2)[CH:9]=[N:10][CH:11]=1.[C:20]([O:24][C:25]([NH:27][C@@H:28]1[CH2:32][CH2:31][C@:30]([CH:36]([CH3:38])[CH3:37])([C:33](O)=[O:34])[CH2:29]1)=[O:26])([CH3:23])([CH3:22])[CH3:21].F[P-](F)(F)(F)(F)F.N1(O[P+](N(C)C)(N(C)C)N(C)C)C2C=CC=CC=2N=N1.C(N(CC)CC)C. The catalyst is C(Cl)Cl.CCOC(C)=O. The product is [C:20]([O:24][C:25](=[O:26])[NH:27][C@@H:28]1[CH2:32][CH2:31][C@:30]([CH:36]([CH3:37])[CH3:38])([C:33]([N:15]2[CH2:16][CH2:17][N:12]([C:8]3[CH:9]=[N:10][CH:11]=[C:6]([C:5]([F:18])([F:4])[F:19])[CH:7]=3)[CH2:13][CH2:14]2)=[O:34])[CH2:29]1)([CH3:23])([CH3:22])[CH3:21]. The yield is 0.610. (3) The reactants are [C:1]([O:5][C:6]([N:8]1[CH2:12][CH2:11][CH2:10][C@@H:9]1[CH2:13][O:14][C:15]1[CH:20]=[CH:19][C:18]([OH:21])=[CH:17][CH:16]=1)=[O:7])([CH3:4])([CH3:3])[CH3:2].I[C:23]1[CH:28]=[CH:27][C:26]([N:29]2[CH:33]=[CH:32][CH:31]=[N:30]2)=[CH:25][CH:24]=1. No catalyst specified. The product is [C:1]([O:5][C:6]([N:8]1[CH2:12][CH2:11][CH2:10][C@@H:9]1[CH2:13][O:14][C:15]1[CH:20]=[CH:19][C:18]([O:21][C:23]2[CH:24]=[CH:25][C:26]([N:29]3[CH:33]=[CH:32][CH:31]=[N:30]3)=[CH:27][CH:28]=2)=[CH:17][CH:16]=1)=[O:7])([CH3:4])([CH3:2])[CH3:3]. The yield is 0.600. (4) The reactants are [CH3:1][N:2]([CH3:7])[CH2:3][CH:4]([NH2:6])[CH3:5].C(=O)([O-])[O-].[K+].[K+].F[C:15]1[CH:20]=[CH:19][C:18]([N+:21]([O-:23])=[O:22])=[CH:17][CH:16]=1. The catalyst is CN(C=O)C. The product is [CH3:1][N:2]([CH3:7])[CH2:3][CH:4]([NH:6][C:15]1[CH:20]=[CH:19][C:18]([N+:21]([O-:23])=[O:22])=[CH:17][CH:16]=1)[CH3:5]. The yield is 0.814. (5) The reactants are [N:1]1[CH:6]=[CH:5][CH:4]=[CH:3][C:2]=1[CH2:7][O:8][C:9]1[CH:14]=[CH:13][NH:12][C:11](=[O:15])[CH:10]=1.Br[C:17]1[CH:18]=[CH:19][C:20]2[C:21]3[CH2:30][N:29]([C:31]([O:33][C:34]([CH3:37])([CH3:36])[CH3:35])=[O:32])[CH2:28][CH2:27][C:22]=3[N:23]([CH3:26])[C:24]=2[CH:25]=1. No catalyst specified. The product is [CH3:26][N:23]1[C:24]2[CH:25]=[C:17]([N:12]3[CH:13]=[CH:14][C:9]([O:8][CH2:7][C:2]4[CH:3]=[CH:4][CH:5]=[CH:6][N:1]=4)=[CH:10][C:11]3=[O:15])[CH:18]=[CH:19][C:20]=2[C:21]2[CH2:30][N:29]([C:31]([O:33][C:34]([CH3:37])([CH3:36])[CH3:35])=[O:32])[CH2:28][CH2:27][C:22]1=2. The yield is 0.430.